Dataset: Forward reaction prediction with 1.9M reactions from USPTO patents (1976-2016). Task: Predict the product of the given reaction. (1) Given the reactants Cl.[N+:2]([C:5]1[CH:10]=[CH:9][C:8]([C:11]2[S:15][C:14]([CH:16]3[CH2:21][CH2:20][NH:19][CH2:18][CH2:17]3)=[N:13][CH:12]=2)=[CH:7][CH:6]=1)([O-:4])=[O:3].Br[C:23]([CH3:32])([CH3:31])[C:24]([O:26][C:27]([CH3:30])([CH3:29])[CH3:28])=[O:25].C(=O)([O-])[O-].[K+].[K+].O, predict the reaction product. The product is: [CH3:31][C:23]([N:19]1[CH2:20][CH2:21][CH:16]([C:14]2[S:15][C:11]([C:8]3[CH:7]=[CH:6][C:5]([N+:2]([O-:4])=[O:3])=[CH:10][CH:9]=3)=[CH:12][N:13]=2)[CH2:17][CH2:18]1)([CH3:32])[C:24]([O:26][C:27]([CH3:30])([CH3:29])[CH3:28])=[O:25]. (2) Given the reactants [CH:1]1([CH2:5][OH:6])[CH2:4][CH2:3][CH2:2]1.Cl[C:8]1[N:9]=[C:10]([OH:18])[C:11]2[CH:17]=[CH:16][N:15]=[CH:14][C:12]=2[N:13]=1, predict the reaction product. The product is: [CH:1]1([CH2:5][O:6][C:8]2[NH:9][C:10](=[O:18])[C:11]3[CH:17]=[CH:16][N:15]=[CH:14][C:12]=3[N:13]=2)[CH2:4][CH2:3][CH2:2]1. (3) Given the reactants Cl[C:2]1[N:3]=[C:4]([NH:18][CH3:19])[C:5]2[N:6]=[C:7]([NH:14][CH2:15][CH2:16][CH3:17])[N:8]=[C:9]([NH:12][CH3:13])[C:10]=2[N:11]=1.C(N(CC)CC)C, predict the reaction product. The product is: [CH3:13][NH:12][C:9]1[C:10]2[N:11]=[CH:2][N:3]=[C:4]([NH:18][CH3:19])[C:5]=2[N:6]=[C:7]([NH:14][CH2:15][CH2:16][CH3:17])[N:8]=1. (4) Given the reactants CN(C)/[CH:3]=[CH:4]/[C:5]1[C:10]([C:11]([O:13][CH3:14])=[O:12])=[C:9]([NH:15][C:16]2[CH:17]=[C:18]([CH3:22])[CH:19]=[CH:20][CH:21]=2)[N:8]=[C:7]([S:23][CH3:24])[N:6]=1.Cl.C1C[O:30]CC1, predict the reaction product. The product is: [CH3:24][S:23][C:7]1[N:6]=[C:5]([CH2:4][CH:3]=[O:30])[C:10]([C:11]([O:13][CH3:14])=[O:12])=[C:9]([NH:15][C:16]2[CH:17]=[C:18]([CH3:22])[CH:19]=[CH:20][CH:21]=2)[N:8]=1. (5) Given the reactants C([O:4][C@@H:5]1[CH:11]=[CH:10][C@H:9]([N:12]2[C:16]3[N:17]=[C:18]([S:31][CH2:32][CH2:33][CH3:34])[N:19]=[C:20]([NH:21][C@@H:22]4[CH2:24][C@H:23]4[C:25]4[CH:30]=[CH:29][CH:28]=[CH:27][CH:26]=4)[C:15]=3[N:14]=[N:13]2)[C:6]21[CH2:8][CH2:7]2)(=O)C.C(=O)([O-])[O-].[K+].[K+], predict the reaction product. The product is: [CH2:32]([S:31][C:18]1[N:19]=[C:20]([NH:21][C@@H:22]2[CH2:24][C@H:23]2[C:25]2[CH:26]=[CH:27][CH:28]=[CH:29][CH:30]=2)[C:15]2[N:14]=[N:13][N:12]([C@@H:9]3[C:6]4([CH2:7][CH2:8]4)[C@H:5]([OH:4])[CH:11]=[CH:10]3)[C:16]=2[N:17]=1)[CH2:33][CH3:34]. (6) Given the reactants [C:1]([O:5][C:6]([N:8]1[CH2:12][CH2:11][CH2:10][CH:9]1[C:13]1[NH:14][C:15]([C:18]2[CH:31]=[CH:30][C:29]3[C:28]4[C:23](=[CH:24][C:25](Br)=[CH:26][CH:27]=4)[CH2:22][CH2:21][C:20]=3[CH:19]=2)=[CH:16][N:17]=1)=[O:7])([CH3:4])([CH3:3])[CH3:2].[C:33]([O:37][C:38]([N:40]1[CH2:44][CH2:43][CH2:42][CH:41]1[C:45]1[NH:49][C:48]2[CH:50]=[C:51](B3OC(C)(C)C(C)(C)O3)[CH:52]=[CH:53][C:47]=2[N:46]=1)=[O:39])([CH3:36])([CH3:35])[CH3:34].C([O-])(=O)C.[K+], predict the reaction product. The product is: [C:1]([O:5][C:6]([N:8]1[CH2:12][CH2:11][CH2:10][CH:9]1[C:13]1[NH:14][C:15]([C:18]2[CH:31]=[CH:30][C:29]3[C:28]4[C:23](=[CH:24][C:25]([C:51]5[CH:52]=[CH:53][C:47]6[N:46]=[C:45]([CH:41]7[CH2:42][CH2:43][CH2:44][N:40]7[C:38]([O:37][C:33]([CH3:34])([CH3:35])[CH3:36])=[O:39])[NH:49][C:48]=6[CH:50]=5)=[CH:26][CH:27]=4)[CH2:22][CH2:21][C:20]=3[CH:19]=2)=[CH:16][N:17]=1)=[O:7])([CH3:4])([CH3:3])[CH3:2]. (7) The product is: [Br:16][C:12]1[N:11]=[C:10]([C:8]2[CH:7]=[N:6][N:5]([CH2:4][CH2:3][OH:2])[CH:9]=2)[CH:15]=[CH:14][CH:13]=1. Given the reactants C[O:2][C:3](=O)[CH2:4][N:5]1[CH:9]=[C:8]([C:10]2[CH:15]=[CH:14][CH:13]=[C:12]([Br:16])[N:11]=2)[CH:7]=[N:6]1.[H-].C([Al+]CC(C)C)C(C)C.C(C(C(C([O-])=O)O)O)([O-])=O.[Na+].[K+].C(OCC)(=O)C, predict the reaction product.